Dataset: Catalyst prediction with 721,799 reactions and 888 catalyst types from USPTO. Task: Predict which catalyst facilitates the given reaction. (1) Reactant: C(NC(C)C)(C)C.C([Li])CCC.[Br:13][C:14]1[C:22]2[S:21][CH:20]=[CH:19][C:18]=2[CH:17]=[CH:16][CH:15]=1.CN(C)[CH:25]=[O:26]. Product: [Br:13][C:14]1[C:22]2[S:21][C:20]([CH:25]=[O:26])=[CH:19][C:18]=2[CH:17]=[CH:16][CH:15]=1. The catalyst class is: 7. (2) Reactant: C1(P(C2C=CC=CC=2)C2C=CC=CC=2)C=CC=CC=1.N(C(OCC)=O)=NC(OCC)=O.[OH:32][C@H:33]([C:54]1[CH:59]=[CH:58][CH:57]=[CH:56][CH:55]=1)[CH2:34][CH2:35][N:36]1[CH2:41][CH2:40][CH:39]([C:42]2[CH:43]=[C:44]([NH:48][C:49](=[O:53])[CH:50]([CH3:52])[CH3:51])[CH:45]=[CH:46][CH:47]=2)[CH2:38][CH2:37]1.[CH3:60][O:61][C:62]1[CH:63]=[C:64](O)[CH:65]=[CH:66][C:67]=1[O:68][CH3:69]. Product: [CH3:60][O:61][C:62]1[CH:63]=[C:64]([CH:65]=[CH:66][C:67]=1[O:68][CH3:69])[O:32][C@@H:33]([C:54]1[CH:55]=[CH:56][CH:57]=[CH:58][CH:59]=1)[CH2:34][CH2:35][N:36]1[CH2:41][CH2:40][CH:39]([C:42]2[CH:43]=[C:44]([NH:48][C:49](=[O:53])[CH:50]([CH3:52])[CH3:51])[CH:45]=[CH:46][CH:47]=2)[CH2:38][CH2:37]1. The catalyst class is: 1. (3) Reactant: CN(C)/[CH:3]=[CH:4]/[C:5]([C:7]1[C:8]([CH3:18])=[N:9][C:10]([N:13]=CN(C)C)=[N:11][CH:12]=1)=O.Cl.[F:21][C:22]1[CH:27]=[CH:26][C:25]([NH:28][C:29]([NH2:31])=[NH:30])=[CH:24][CH:23]=1.C([O-])([O-])=O.[K+].[K+]. Product: [F:21][C:22]1[CH:23]=[CH:24][C:25]([NH:28][C:29]2[N:31]=[C:5]([C:7]3[C:8]([CH3:18])=[N:9][C:10]([NH2:13])=[N:11][CH:12]=3)[CH:4]=[CH:3][N:30]=2)=[CH:26][CH:27]=1. The catalyst class is: 3. (4) Reactant: CN(C)C=O.[C:6]([O:10][C:11]1[CH:12]=[C:13]([C:17]2[C:18]3[CH2:31][CH2:30][NH:29][C:19]=3[N:20]=[C:21]([N:23]3[CH2:28][CH2:27][O:26][CH2:25][CH2:24]3)[N:22]=2)[CH:14]=[CH:15][CH:16]=1)([CH3:9])([CH3:8])[CH3:7].[H-].[Na+].[S:34](Cl)([C:37]1[CH:43]=[CH:42][C:40]([CH3:41])=[CH:39][CH:38]=1)(=[O:36])=[O:35]. Product: [C:6]([O:10][C:11]1[CH:12]=[C:13]([C:17]2[C:18]3[CH2:31][CH2:30][N:29]([S:34]([C:37]4[CH:43]=[CH:42][C:40]([CH3:41])=[CH:39][CH:38]=4)(=[O:36])=[O:35])[C:19]=3[N:20]=[C:21]([N:23]3[CH2:24][CH2:25][O:26][CH2:27][CH2:28]3)[N:22]=2)[CH:14]=[CH:15][CH:16]=1)([CH3:9])([CH3:7])[CH3:8]. The catalyst class is: 6. (5) Reactant: [Cl:1][C:2]1[CH:3]=[C:4]([NH:17][C:18]2[C:27]3[C:22](=[CH:23][CH:24]=[C:25]([C:28]4[O:29][C:30]([CH:33]=O)=[CH:31][CH:32]=4)[CH:26]=3)[N:21]=[CH:20][N:19]=2)[CH:5]=[CH:6][C:7]=1[O:8][CH2:9][C:10]1[CH:15]=[CH:14][CH:13]=[C:12]([F:16])[CH:11]=1.[NH2:35][CH:36]1[CH2:41][CH2:40][CH2:39][CH:38]([NH2:42])[CH2:37]1.C(O[BH-](OC(=O)C)OC(=O)C)(=O)C.[Na+].C(=O)([O-])[O-].[Na+].[Na+]. Product: [Cl:1][C:2]1[CH:3]=[C:4]([NH:17][C:18]2[C:27]3[C:22](=[CH:23][CH:24]=[C:25]([C:28]4[O:29][C:30]([CH2:33][NH:35][CH:36]5[CH2:41][CH2:40][CH2:39][CH:38]([NH2:42])[CH2:37]5)=[CH:31][CH:32]=4)[CH:26]=3)[N:21]=[CH:20][N:19]=2)[CH:5]=[CH:6][C:7]=1[O:8][CH2:9][C:10]1[CH:15]=[CH:14][CH:13]=[C:12]([F:16])[CH:11]=1. The catalyst class is: 7.